This data is from Full USPTO retrosynthesis dataset with 1.9M reactions from patents (1976-2016). The task is: Predict the reactants needed to synthesize the given product. (1) Given the product [CH3:31][O:30][C:28]1[CH:27]=[C:25]([NH:26][CH:2]([C:15]2[CH:20]=[CH:19][CH:18]=[CH:17][CH:16]=2)[C:3]([C:5]2[C:13]3[C:8](=[C:9]([CH3:14])[CH:10]=[CH:11][CH:12]=3)[NH:7][CH:6]=2)=[O:4])[CH:24]=[C:23]([O:22][CH3:21])[CH:29]=1, predict the reactants needed to synthesize it. The reactants are: Br[CH:2]([C:15]1[CH:20]=[CH:19][CH:18]=[CH:17][CH:16]=1)[C:3]([C:5]1[C:13]2[C:8](=[C:9]([CH3:14])[CH:10]=[CH:11][CH:12]=2)[NH:7][CH:6]=1)=[O:4].[CH3:21][O:22][C:23]1[CH:24]=[C:25]([CH:27]=[C:28]([O:30][CH3:31])[CH:29]=1)[NH2:26]. (2) Given the product [OH:14][CH:11]1[CH2:12][CH2:13][CH:8]([NH:7][C:1](=[O:6])[CH:2]([CH3:4])[CH3:3])[CH2:9][CH2:10]1, predict the reactants needed to synthesize it. The reactants are: [C:1]([OH:6])(=O)[CH:2]([CH3:4])[CH3:3].[NH2:7][CH:8]1[CH2:13][CH2:12][CH:11]([OH:14])[CH2:10][CH2:9]1. (3) Given the product [F:2][C:3]1[CH:4]=[CH:5][C:6]([C:9]2([OH:19])[CH2:10][CH2:11][C:12](=[O:13])[CH2:17][CH2:18]2)=[CH:7][CH:8]=1, predict the reactants needed to synthesize it. The reactants are: Cl.[F:2][C:3]1[CH:8]=[CH:7][C:6]([C:9]2([OH:19])[CH2:18][CH2:17][C:12]3(OCC[O:13]3)[CH2:11][CH2:10]2)=[CH:5][CH:4]=1. (4) The reactants are: [N:1]1[CH:6]=[CH:5][CH:4]=[CH:3][C:2]=1[CH2:7][N:8]1[C:16]2[C:11](=[CH:12][C:13]([NH:17][C:18]3[C:27]4[C:22](=[CH:23][CH:24]=[CH:25][C:26]=4[O:28][C@H:29]([CH3:34])[C:30]([O:32]C)=O)[N:21]=[CH:20][N:19]=3)=[CH:14][CH:15]=2)[CH:10]=[N:9]1.[NH:35]1[CH2:39][CH2:38][CH2:37][CH2:36]1. Given the product [CH3:34][C@@H:29]([O:28][C:26]1[CH:25]=[CH:24][CH:23]=[C:22]2[C:27]=1[C:18]([NH:17][C:13]1[CH:12]=[C:11]3[C:16](=[CH:15][CH:14]=1)[N:8]([CH2:7][C:2]1[CH:3]=[CH:4][CH:5]=[CH:6][N:1]=1)[N:9]=[CH:10]3)=[N:19][CH:20]=[N:21]2)[C:30](=[O:32])[N:35]1[CH2:39][CH2:38][CH2:37][CH2:36]1, predict the reactants needed to synthesize it. (5) Given the product [Br:1][C:2]1[CH:3]=[C:4]([C:12]2[O:13][C:14]([C:20](=[O:36])[CH:21]([O:34][CH3:35])[C:22]3[CH:23]=[CH:24][C:25]([C:28]4[O:29][C:30]([CH3:33])=[N:31][N:32]=4)=[CH:26][CH:27]=3)=[CH:15][CH:16]=2)[CH:5]=[C:6]([O:10][CH3:11])[C:7]=1[O:8][CH3:9], predict the reactants needed to synthesize it. The reactants are: [Br:1][C:2]1[CH:3]=[C:4]([C:12]2[O:13][CH:14]=[CH:15][CH:16]=2)[CH:5]=[C:6]([O:10][CH3:11])[C:7]=1[O:8][CH3:9].CON(C)[C:20](=[O:36])[CH:21]([O:34][CH3:35])[C:22]1[CH:27]=[CH:26][C:25]([C:28]2[O:29][C:30]([CH3:33])=[N:31][N:32]=2)=[CH:24][CH:23]=1. (6) Given the product [NH:8]1[CH2:13][CH2:12][CH:11]([C:14]2[CH:15]=[C:16]([NH:20][C:21](=[O:23])[CH3:22])[CH:17]=[CH:18][CH:19]=2)[CH2:10][CH2:9]1, predict the reactants needed to synthesize it. The reactants are: C(OC([N:8]1[CH2:13][CH2:12][CH:11]([C:14]2[CH:19]=[CH:18][CH:17]=[C:16]([NH:20][C:21](=[O:23])[CH3:22])[CH:15]=2)[CH2:10][CH2:9]1)=O)(C)(C)C. (7) Given the product [C:1]([C@H:4]1[CH2:9][CH2:8][CH2:7][C@H:6]([NH:10][C:11]([C:13]2[C:21]3[C:16](=[N:17][CH:18]=[C:19]([C:22]4[C:30]5[C:25](=[CH:26][C:27]([Cl:31])=[CH:28][CH:29]=5)[N:24]([CH3:32])[N:23]=4)[N:20]=3)[N:15]([CH2:33][O:34][CH2:35][CH2:36][Si:37]([CH3:40])([CH3:39])[CH3:38])[CH:14]=2)=[O:12])[CH2:5]1)#[N:2], predict the reactants needed to synthesize it. The reactants are: [C:1]([C@H:4]1[CH2:9][CH2:8][CH2:7][C@H:6]([NH:10][C:11]([C:13]2[C:21]3[C:16](=[N:17][CH:18]=[C:19]([C:22]4[C:30]5[C:25](=[CH:26][C:27]([Cl:31])=[CH:28][CH:29]=5)[N:24]([CH3:32])[N:23]=4)[N:20]=3)[N:15]([CH2:33][O:34][CH2:35][CH2:36][Si:37]([CH3:40])([CH3:39])[CH3:38])[CH:14]=2)=[O:12])[CH2:5]1)(=O)[NH2:2].FC(F)(F)C(OC(=O)C(F)(F)F)=O. (8) Given the product [F:25][C:26]1[CH:40]=[CH:39][C:38]([C:10]2[C:3]3[C:2]([NH2:1])=[N:7][CH:6]=[N:5][C:4]=3[N:8]([C@H:12]3[CH2:13][C@@H:14]([CH2:16][N:17]4[CH2:22][C@@H:21]5[CH2:23][CH:18]4[CH2:19][S@@:20]5=[O:24])[CH2:15]3)[CH:9]=2)=[CH:37][C:27]=1[O:28][CH2:29][C:30]12[O:36][CH:33]([CH2:34][CH2:35]1)[CH2:32][CH2:31]2, predict the reactants needed to synthesize it. The reactants are: [NH2:1][C:2]1[C:3]2[C:10](I)=[CH:9][N:8]([C@@H:12]3[CH2:15][C@H:14]([CH2:16][N:17]4[CH2:22][C@@H:21]5[CH2:23][C@H:18]4[CH2:19][S:20]5=[O:24])[CH2:13]3)[C:4]=2[N:5]=[CH:6][N:7]=1.[F:25][C:26]1[CH:40]=[CH:39][C:38](B2OC(C)(C)C(C)(C)O2)=[CH:37][C:27]=1[O:28][CH2:29][C:30]12[O:36][CH:33]([CH2:34][CH2:35]1)[CH2:32][CH2:31]2.